This data is from Catalyst prediction with 721,799 reactions and 888 catalyst types from USPTO. The task is: Predict which catalyst facilitates the given reaction. (1) Reactant: [CH:1]1([N+:4]#[C-:5])[CH2:3][CH2:2]1.[CH:6]1([CH2:10][C@H:11]([NH:14][C:15](=[O:21])[O:16][C:17]([CH3:20])([CH3:19])[CH3:18])[CH:12]=[O:13])[CH2:9][CH2:8][CH2:7]1.[C:22](O)(=[O:24])[CH3:23].C(OCC)(=[O:28])C. Product: [C:22]([O:13][CH:12]([C@@H:11]([NH:14][C:15]([O:16][C:17]([CH3:18])([CH3:20])[CH3:19])=[O:21])[CH2:10][CH:6]1[CH2:9][CH2:8][CH2:7]1)[C:5]([NH:4][CH:1]1[CH2:3][CH2:2]1)=[O:28])(=[O:24])[CH3:23]. The catalyst class is: 2. (2) Reactant: [I:1][C:2]1[CH:10]=[CH:9][C:5]([C:6]([OH:8])=O)=[CH:4][CH:3]=1.C(N(C(C)C)CC)(C)C.CN(C(ON1N=[N:35][C:30]2C=[CH:32][CH:33]=[CH:34][C:29]1=2)=[N+](C)C)C.[B-](F)(F)(F)F.N1CCCCC1. Product: [I:1][C:2]1[CH:3]=[CH:4][C:5]([C:6]([N:35]2[CH2:32][CH2:33][CH2:34][CH2:29][CH2:30]2)=[O:8])=[CH:9][CH:10]=1. The catalyst class is: 2. (3) Reactant: [CH2:1]([Li])[CH2:2][CH2:3][CH2:4][Li].C(OCC)C.[CH2:12]([N:19]1[CH2:24][CH2:23][N:22]([CH2:25][CH2:26][C:27]#[N:28])[CH2:21][CH2:20]1)[C:13]1[CH:18]=[CH:17][CH:16]=[CH:15][CH:14]=1.[OH-].[Na+].C(N1CCNCC1)C1C=CC=CC=1. Product: [CH2:12]([N:19]1[CH2:20][CH2:21][N:22]([CH2:25][CH2:26][C:27]2([NH2:28])[CH2:4][CH2:3][CH2:2][CH2:1]2)[CH2:23][CH2:24]1)[C:13]1[CH:14]=[CH:15][CH:16]=[CH:17][CH:18]=1. The catalyst class is: 7.